From a dataset of Peptide-MHC class II binding affinity with 134,281 pairs from IEDB. Regression. Given a peptide amino acid sequence and an MHC pseudo amino acid sequence, predict their binding affinity value. This is MHC class II binding data. The MHC is DRB1_0301 with pseudo-sequence DRB1_0301. The peptide sequence is ELIMKDGRKLVVPCR. The binding affinity (normalized) is 0.545.